This data is from Peptide-MHC class I binding affinity with 185,985 pairs from IEDB/IMGT. The task is: Regression. Given a peptide amino acid sequence and an MHC pseudo amino acid sequence, predict their binding affinity value. This is MHC class I binding data. (1) The peptide sequence is RTFNEDLFR. The MHC is HLA-A31:01 with pseudo-sequence HLA-A31:01. The binding affinity (normalized) is 0.735. (2) The MHC is HLA-A69:01 with pseudo-sequence HLA-A69:01. The binding affinity (normalized) is 0.0847. The peptide sequence is YCPGTTVTL.